From a dataset of Full USPTO retrosynthesis dataset with 1.9M reactions from patents (1976-2016). Predict the reactants needed to synthesize the given product. (1) Given the product [F:14][C:6]1[C:7]([C:8]2[CH:13]=[CH:12][CH:11]=[CH:10][CH:9]=2)=[C:2]([N:18]2[CH2:17][CH2:16][N:15]([C:21]([O:23][C:24]([CH3:27])([CH3:26])[CH3:25])=[O:22])[CH2:20][CH2:19]2)[CH:3]=[N:4][CH:5]=1, predict the reactants needed to synthesize it. The reactants are: Br[C:2]1[CH:3]=[N:4][CH:5]=[C:6]([F:14])[C:7]=1[C:8]1[CH:13]=[CH:12][CH:11]=[CH:10][CH:9]=1.[N:15]1([C:21]([O:23][C:24]([CH3:27])([CH3:26])[CH3:25])=[O:22])[CH2:20][CH2:19][NH:18][CH2:17][CH2:16]1.CC1(C)C2C(=C(P(C3C=CC=CC=3)C3C=CC=CC=3)C=CC=2)OC2C(P(C3C=CC=CC=3)C3C=CC=CC=3)=CC=CC1=2.CC(C)([O-])C.[Na+]. (2) Given the product [CH2:20]([N:6]1[CH2:7][CH:8]([N:10]([CH3:19])[C:11]([O:13][CH2:14][C:15]([Cl:18])([Cl:16])[Cl:17])=[O:12])[CH2:9][CH:5]1[C:3]([OH:4])=[O:2])[C:21]1[CH:22]=[CH:23][CH:24]=[CH:25][CH:26]=1, predict the reactants needed to synthesize it. The reactants are: C[O:2][C:3]([C@@H:5]1[CH2:9][C@H:8]([N:10]([CH3:19])[C:11]([O:13][CH2:14][C:15]([Cl:18])([Cl:17])[Cl:16])=[O:12])[CH2:7][N:6]1[CH2:20][C:21]1[CH:26]=[CH:25][CH:24]=[CH:23][CH:22]=1)=[O:4].[OH-].[Na+]. (3) Given the product [CH2:8]=[CH:7][CH2:6][S:4](=[O:5])[S:4][CH2:6][CH:7]=[CH2:8], predict the reactants needed to synthesize it. The reactants are: N[C@H](C(O)=O)C[S:4]([CH2:6][CH:7]=[CH2:8])=[O:5]. (4) Given the product [Cl:2][C:3]1[CH:4]=[CH:5][C:6]([O:9][C:10]2[CH:11]=[C:12]([C@H:16]3[CH2:20][C:19]4([CH2:25][CH2:24][N:23]([C:44]([O:46][C:47]5[CH:48]=[CH:49][C:50]([N+:53]([O-:55])=[O:54])=[CH:51][CH:52]=5)=[O:45])[CH2:22][CH2:21]4)[O:18][CH2:17]3)[CH:13]=[CH:14][CH:15]=2)=[N:7][CH:8]=1, predict the reactants needed to synthesize it. The reactants are: Cl.[Cl:2][C:3]1[CH:4]=[CH:5][C:6]([O:9][C:10]2[CH:11]=[C:12]([C@H:16]3[CH2:20][C:19]4([CH2:25][CH2:24][NH:23][CH2:22][CH2:21]4)[O:18][CH2:17]3)[CH:13]=[CH:14][CH:15]=2)=[N:7][CH:8]=1.FC(F)(F)C1C=C(C2CC3(CCN([C:44]([O:46][C:47]4[CH:52]=[CH:51][C:50]([N+:53]([O-:55])=[O:54])=[CH:49][CH:48]=4)=[O:45])CC3)OC2)C=CC=1. (5) Given the product [F:39][C:22]1[CH:23]=[C:24]([N:27]2[CH2:31][C@H:30]([CH2:32][N:33]3[CH:37]=[CH:36][N:35]=[N:34]3)[O:29][C:28]2=[O:38])[CH:25]=[CH:26][C:21]=1[C:18]1[CH:19]=[CH:20][C:15]([C:12]2[CH2:11][CH:10]([CH2:9][OH:8])[O:14][N:13]=2)=[C:16]([O:40][CH3:41])[CH:17]=1, predict the reactants needed to synthesize it. The reactants are: [Si]([O:8][CH2:9][CH:10]1[O:14][N:13]=[C:12]([C:15]2[CH:20]=[CH:19][C:18]([C:21]3[CH:26]=[CH:25][C:24]([N:27]4[CH2:31][C@H:30]([CH2:32][N:33]5[CH:37]=[CH:36][N:35]=[N:34]5)[O:29][C:28]4=[O:38])=[CH:23][C:22]=3[F:39])=[CH:17][C:16]=2[O:40][CH3:41])[CH2:11]1)(C(C)(C)C)(C)C.[F-].C([N+](CCCC)(CCCC)CCCC)CCC.